Dataset: Reaction yield outcomes from USPTO patents with 853,638 reactions. Task: Predict the reaction yield, written as a fraction of the theoretical maximum amount of product (1.0 means a 100% yield; for example, 0.34 means a 34% yield). The reactants are [OH:1][NH:2][C:3](=[O:13])[C:4]1[C:5](=[CH:9][CH:10]=[CH:11][CH:12]=1)[C:6](N)=[O:7].C(=O)([O-])[O-].[Cs+].[Cs+].Br[CH2:21][C:22]1[CH:27]=[CH:26][C:25]([C:28]([F:31])([F:30])[F:29])=[CH:24][CH:23]=1. The catalyst is CN(C=O)C.O. The product is [F:29][C:28]([F:30])([F:31])[C:25]1[CH:26]=[CH:27][C:22]([CH2:21][O:1][N:2]2[C:6](=[O:7])[C:5]3[C:4](=[CH:12][CH:11]=[CH:10][CH:9]=3)[C:3]2=[O:13])=[CH:23][CH:24]=1. The yield is 0.870.